From a dataset of Reaction yield outcomes from USPTO patents with 853,638 reactions. Predict the reaction yield, written as a fraction of the theoretical maximum amount of product (1.0 means a 100% yield; for example, 0.34 means a 34% yield). (1) The yield is 1.00. The catalyst is C(Cl)(Cl)Cl. The product is [N+:1]([C:4]1[CH:5]=[CH:6][C:7]([C:10]2[CH:14]=[CH:13][N:12]([CH2:29][O:28][CH2:27][CH2:26][Si:25]([CH3:32])([CH3:31])[CH3:24])[N:11]=2)=[CH:8][CH:9]=1)([O-:3])=[O:2]. The reactants are [N+:1]([C:4]1[CH:9]=[CH:8][C:7]([C:10]2[CH:14]=[CH:13][NH:12][N:11]=2)=[CH:6][CH:5]=1)([O-:3])=[O:2].CCN(C(C)C)C(C)C.[CH3:24][Si:25]([CH3:32])([CH3:31])[CH2:26][CH2:27][O:28][CH2:29]Cl.O. (2) The reactants are [Cl:1][S:2]([OH:5])(=O)=[O:3].[F:6][C:7]1[CH:12]=[CH:11][C:10]([CH3:13])=[CH:9][C:8]=1[OH:14]. The catalyst is ClCCl. The product is [F:6][C:7]1[C:8]([OH:14])=[CH:9][C:10]([CH3:13])=[C:11]([S:2]([Cl:1])(=[O:5])=[O:3])[CH:12]=1. The yield is 0.0750. (3) The reactants are [CH3:1][O:2][C:3]1[C:12]2[C:11](=[O:13])[N:10]([CH2:14][C:15]([OH:17])=O)[N:9]=[N:8][C:7]=2[CH:6]=[CH:5][CH:4]=1.C1C=CC2N(O)N=NC=2C=1.C(Cl)CCl.[C:32]1([CH3:41])[CH:37]=[CH:36][C:35]([C@@H:38]([NH2:40])[CH3:39])=[CH:34][CH:33]=1.CCN(C(C)C)C(C)C. The catalyst is O.CN(C=O)C. The product is [CH3:1][O:2][C:3]1[C:12]2[C:11](=[O:13])[N:10]([CH2:14][C:15]([NH:40][C@H:38]([C:35]3[CH:36]=[CH:37][C:32]([CH3:41])=[CH:33][CH:34]=3)[CH3:39])=[O:17])[N:9]=[N:8][C:7]=2[CH:6]=[CH:5][CH:4]=1. The yield is 0.160.